The task is: Predict the product of the given reaction.. This data is from Forward reaction prediction with 1.9M reactions from USPTO patents (1976-2016). (1) Given the reactants [C:1]([C:5]1[CH:23]=[CH:22][C:8]([C:9]([NH:11][C:12]2[N:13]=[C:14]3[CH:19]=[CH:18][CH:17]=[C:16]([CH3:20])[N:15]3[CH:21]=2)=[O:10])=[CH:7][CH:6]=1)([CH3:4])([CH3:3])[CH3:2].[C:24]([C:28]1[CH:36]=[CH:35][C:31]([C:32](Cl)=[O:33])=[CH:30][CH:29]=1)([CH3:27])([CH3:26])[CH3:25].C(N(CC)CC)C.C(=O)([O-])O.[Na+], predict the reaction product. The product is: [C:1]([C:5]1[CH:23]=[CH:22][C:8]([C:9]([N:11]([C:32](=[O:33])[C:31]2[CH:35]=[CH:36][C:28]([C:24]([CH3:26])([CH3:25])[CH3:27])=[CH:29][CH:30]=2)[C:12]2[N:13]=[C:14]3[CH:19]=[CH:18][CH:17]=[C:16]([CH3:20])[N:15]3[CH:21]=2)=[O:10])=[CH:7][CH:6]=1)([CH3:4])([CH3:2])[CH3:3]. (2) Given the reactants [CH2:1]([O:3][C:4](=[O:21])[C:5]([CH3:20])([O:7][C:8]1[CH:13]=[C:12]([C:14]([F:17])([F:16])[F:15])[CH:11]=[C:10]([NH:18][CH3:19])[CH:9]=1)[CH3:6])[CH3:2].[CH:22]1([C:25]2[C:30]([CH2:31][C:32](O)=[O:33])=[CH:29][N:28]=[C:27]([C:35]3[CH:40]=[CH:39][C:38]([C:41]([F:44])([F:43])[F:42])=[CH:37][CH:36]=3)[N:26]=2)[CH2:24][CH2:23]1.ClCC1C(C2CC2)=NC(C2C=CC(C(F)(F)F)=CC=2)=NC=1, predict the reaction product. The product is: [CH2:1]([O:3][C:4](=[O:21])[C:5]([O:7][C:8]1[CH:13]=[C:12]([C:14]([F:15])([F:17])[F:16])[CH:11]=[C:10]([N:18]([C:32](=[O:33])[CH2:31][C:30]2[C:25]([CH:22]3[CH2:23][CH2:24]3)=[N:26][C:27]([C:35]3[CH:36]=[CH:37][C:38]([C:41]([F:44])([F:43])[F:42])=[CH:39][CH:40]=3)=[N:28][CH:29]=2)[CH3:19])[CH:9]=1)([CH3:20])[CH3:6])[CH3:2]. (3) Given the reactants Br[C:2]1[S:3][C:4]([C:7]([O:9][CH2:10][CH3:11])=[O:8])=[CH:5][N:6]=1.[Cl-].[F:13][C:14]([F:29])([F:28])[C:15]1[CH:16]=[C:17]([N:21]2[CH2:26][C@@H:25]3[CH2:27][C@H:22]2[CH2:23][NH2+:24]3)[CH:18]=[CH:19][CH:20]=1.C(N(CC)CC)C.C1COCC1, predict the reaction product. The product is: [F:29][C:14]([F:13])([F:28])[C:15]1[CH:16]=[C:17]([N:21]2[CH2:26][C@@H:25]3[CH2:27][C@H:22]2[CH2:23][N:24]3[C:2]2[S:3][C:4]([C:7]([O:9][CH2:10][CH3:11])=[O:8])=[CH:5][N:6]=2)[CH:18]=[CH:19][CH:20]=1. (4) Given the reactants Cl[C:2]1[N:3]=[C:4]([NH:21][C:22]2[CH:23]=[C:24]3[C:28](=[CH:29][CH:30]=2)[N:27]([CH3:31])[N:26]=[CH:25]3)[C:5]2[CH:10]=[CH:9][N:8]([S:11]([C:14]3[CH:20]=[CH:19][C:17]([CH3:18])=[CH:16][CH:15]=3)(=[O:13])=[O:12])[C:6]=2[N:7]=1.[NH2:32][C:33]1[CH:41]=[CH:40][C:36]([C:37]([NH2:39])=[O:38])=[CH:35][CH:34]=1.C[Si](Cl)(C)C, predict the reaction product. The product is: [CH3:31][N:27]1[C:28]2[C:24](=[CH:23][C:22]([NH:21][C:4]3[C:5]4[CH:10]=[CH:9][N:8]([S:11]([C:14]5[CH:20]=[CH:19][C:17]([CH3:18])=[CH:16][CH:15]=5)(=[O:13])=[O:12])[C:6]=4[N:7]=[C:2]([NH:32][C:33]4[CH:41]=[CH:40][C:36]([C:37]([NH2:39])=[O:38])=[CH:35][CH:34]=4)[N:3]=3)=[CH:30][CH:29]=2)[CH:25]=[N:26]1. (5) Given the reactants C(OC([NH:8][C@H:9]1[CH2:13][CH2:12][C@@H:11]([C:14]([OH:16])=[O:15])[CH2:10]1)=O)(C)(C)C.C(=O)(O)[O-].[Na+].I[CH2:23][CH3:24].[F:25][C:26]([F:31])([F:30])[C:27]([OH:29])=[O:28], predict the reaction product. The product is: [F:25][C:26]([F:31])([F:30])[C:27]([OH:29])=[O:28].[NH2:8][C@H:9]1[CH2:13][CH2:12][C@@H:11]([C:14]([O:16][CH2:23][CH3:24])=[O:15])[CH2:10]1. (6) Given the reactants [H-].[Na+].[Cl:3][C:4]1[CH:9]=[C:8]([NH2:10])[C:7]([I:11])=[CH:6][N:5]=1.[F:12][C:13]1([CH2:26]OS(C2C=CC(C)=CC=2)(=O)=O)[CH2:18][CH2:17][N:16]([C:19]([O:21][C:22]([CH3:25])([CH3:24])[CH3:23])=[O:20])[CH2:15][CH2:14]1, predict the reaction product. The product is: [Cl:3][C:4]1[CH:9]=[C:8]([NH:10][CH2:26][C:13]2([F:12])[CH2:14][CH2:15][N:16]([C:19]([O:21][C:22]([CH3:25])([CH3:24])[CH3:23])=[O:20])[CH2:17][CH2:18]2)[C:7]([I:11])=[CH:6][N:5]=1. (7) Given the reactants [C@@H:1]1([C:7]([O:9][CH2:10][CH3:11])=[O:8])[CH2:6][CH2:5][CH:4]=[CH:3][CH2:2]1.N12CCCN=C1CCCCC2.C(O)(=O)CC(CC(O)=O)(C(O)=O)O, predict the reaction product. The product is: [CH2:10]([O:9][C:7]([CH:1]1[CH2:6][CH2:5][CH:4]=[CH:3][CH2:2]1)=[O:8])[CH3:11].